This data is from Forward reaction prediction with 1.9M reactions from USPTO patents (1976-2016). The task is: Predict the product of the given reaction. Given the reactants C[O:2][C:3]1[CH:4]=[C:5]2[C:9](=[CH:10][CH:11]=1)[NH:8][C:7]([CH3:12])=[CH:6]2.B(Br)(Br)Br.C(Cl)(Cl)Cl.CO, predict the reaction product. The product is: [NH4+:8].[OH-:2].[CH3:12][C:7]1[NH:8][C:9]2[C:5]([CH:6]=1)=[CH:4][C:3]([OH:2])=[CH:11][CH:10]=2.